Dataset: Full USPTO retrosynthesis dataset with 1.9M reactions from patents (1976-2016). Task: Predict the reactants needed to synthesize the given product. (1) Given the product [Br:31][C:32]1[CH:33]=[CH:34][C:35]([C@:38]([NH:42][C@H:41]([CH2:40][OH:39])[CH2:43][C:44]([F:47])([CH3:46])[CH3:45])([C:48]([F:51])([F:50])[F:49])[C:18]#[C:17][CH2:16][CH2:15][CH2:14][C@H:5]2[CH2:4][O:3][C:2]([CH3:19])([CH3:1])[N:6]2[C:7]([O:9][C:10]([CH3:11])([CH3:12])[CH3:13])=[O:8])=[CH:36][CH:37]=1, predict the reactants needed to synthesize it. The reactants are: [CH3:1][C:2]1([CH3:19])[N:6]([C:7]([O:9][C:10]([CH3:13])([CH3:12])[CH3:11])=[O:8])[C@@H:5]([CH2:14][CH2:15][CH2:16][C:17]#[CH:18])[CH2:4][O:3]1.C([Li])CCC.CCCCCC.[Br:31][C:32]1[CH:37]=[CH:36][C:35]([C@@:38]2([C:48]([F:51])([F:50])[F:49])[NH:42][C@@H:41]([CH2:43][C:44]([F:47])([CH3:46])[CH3:45])[CH2:40][O:39]2)=[CH:34][CH:33]=1. (2) The reactants are: Cl[C:2]1[N:3]=[C:4]([N:16]2[CH2:21][CH2:20][O:19][CH2:18][CH2:17]2)[C:5]2[N:10]=[C:9]([C:11]([O:14][CH3:15])([CH3:13])[CH3:12])[S:8][C:6]=2[N:7]=1.[CH3:22][N:23]([C:31]1[CH:36]=[CH:35][C:34](B2OC(C)(C)C(C)(C)O2)=[CH:33][N:32]=1)C(=O)OC(C)(C)C.C(O)(C(F)(F)F)=O. Given the product [CH3:15][O:14][C:11]([C:9]1[S:8][C:6]2[N:7]=[C:2]([C:34]3[CH:35]=[CH:36][C:31]([NH:23][CH3:22])=[N:32][CH:33]=3)[N:3]=[C:4]([N:16]3[CH2:21][CH2:20][O:19][CH2:18][CH2:17]3)[C:5]=2[N:10]=1)([CH3:13])[CH3:12], predict the reactants needed to synthesize it. (3) Given the product [Cl:10][C:4]1[CH:3]=[C:2]([NH:1][S:21]([CH3:20])(=[O:23])=[O:22])[CH:9]=[CH:8][C:5]=1[C:6]#[N:7], predict the reactants needed to synthesize it. The reactants are: [NH2:1][C:2]1[CH:9]=[CH:8][C:5]([C:6]#[N:7])=[C:4]([Cl:10])[CH:3]=1.C(N(CC)C(C)C)(C)C.[CH3:20][S:21](Cl)(=[O:23])=[O:22]. (4) Given the product [CH3:35][S:32]([NH:31][C:11]1[C:10](=[O:36])[N:9]2[C@H:5]([C:3]([OH:4])=[O:2])[CH2:6][S:7][C:8]2=[C:13]([C:14]2[CH:19]=[CH:18][CH:17]=[CH:16][CH:15]=2)[C:12]=1[CH2:20][C:21]1[C:30]2[C:25](=[CH:26][CH:27]=[CH:28][CH:29]=2)[CH:24]=[CH:23][CH:22]=1)(=[O:33])=[O:34], predict the reactants needed to synthesize it. The reactants are: C[O:2][C:3]([C@H:5]1[N:9]2[C:10](=[O:36])[C:11]([NH:31][S:32]([CH3:35])(=[O:34])=[O:33])=[C:12]([CH2:20][C:21]3[C:30]4[C:25](=[CH:26][CH:27]=[CH:28][CH:29]=4)[CH:24]=[CH:23][CH:22]=3)[C:13]([C:14]3[CH:19]=[CH:18][CH:17]=[CH:16][CH:15]=3)=[C:8]2[S:7][CH2:6]1)=[O:4].[Li+].[OH-].